From a dataset of Reaction yield outcomes from USPTO patents with 853,638 reactions. Predict the reaction yield, written as a fraction of the theoretical maximum amount of product (1.0 means a 100% yield; for example, 0.34 means a 34% yield). (1) The reactants are [CH3:1][O:2][C:3]1[CH:8]=[CH:7][C:6]([N:9]2[C:13]3[CH:14]=[CH:15][CH:16]=[CH:17][C:12]=3[N:11]=[C:10]2[C:18]2[NH:19][CH:20]=[CH:21][CH:22]=2)=[CH:5][CH:4]=1.C1OCCOCCOCCOCCOCCOC1.C[Si]([N-][Si](C)(C)C)(C)C.[K+].[C:51]1(C)[CH:56]=CC=C[CH:52]=1.ICCC. The catalyst is C1COCC1.CCOC(C)=O. The product is [CH3:1][O:2][C:3]1[CH:4]=[CH:5][C:6]([N:9]2[C:13]3[CH:14]=[CH:15][CH:16]=[CH:17][C:12]=3[N:11]=[C:10]2[C:18]2[N:19]([CH2:52][CH2:51][CH3:56])[CH:20]=[CH:21][CH:22]=2)=[CH:7][CH:8]=1. The yield is 0.450. (2) The reactants are I.[NH2:2][C:3]1[C:4]([C:11]([NH:13][C:14](=[NH:17])SC)=[O:12])=[N:5][C:6]([Cl:10])=[C:7]([NH2:9])[N:8]=1.[OH:18][CH2:19][C:20]1[CH:25]=[CH:24][C:23]([CH2:26][CH2:27][CH2:28][CH2:29][NH2:30])=[CH:22][CH:21]=1. The catalyst is C1COCC1. The product is [ClH:10].[OH:18][CH2:19][C:20]1[CH:25]=[CH:24][C:23]([CH2:26][CH2:27][CH2:28][CH2:29][NH:30][C:14]([NH:13][C:11]([C:4]2[C:3]([NH2:2])=[N:8][C:7]([NH2:9])=[C:6]([Cl:10])[N:5]=2)=[O:12])=[NH:17])=[CH:22][CH:21]=1. The yield is 0.980. (3) The reactants are [CH3:1][O:2][C:3](=[O:16])[CH:4]=[CH:5][C:6]1[CH:11]=[CH:10][CH:9]=[C:8]([S:12](Cl)(=[O:14])=[O:13])[CH:7]=1.[NH2:17][CH2:18][C:19]1[CH:20]=[N:21][CH:22]=[CH:23][CH:24]=1.C([O-])(O)=O.[Na+]. The catalyst is O1CCOCC1.O. The yield is 0.710. The product is [CH3:1][O:2][C:3](=[O:16])[CH:4]=[CH:5][C:6]1[CH:11]=[CH:10][CH:9]=[C:8]([S:12](=[O:14])(=[O:13])[NH:17][CH2:18][C:19]2[CH:20]=[N:21][CH:22]=[CH:23][CH:24]=2)[CH:7]=1. (4) The product is [S:1]1[C:5]2[CH:6]=[CH:7][C:8]([NH:10][C:11]3[C:20]4[C:15](=[CH:16][CH:17]=[C:18]([S:21]([C:24]([CH3:30])([CH3:29])[C:25]([OH:27])=[O:26])(=[O:23])=[O:22])[CH:19]=4)[N:14]=[CH:13][CH:12]=3)=[CH:9][C:4]=2[N:3]=[CH:2]1. The yield is 1.00. The catalyst is CN(C=O)C.CO. The reactants are [S:1]1[C:5]2[CH:6]=[CH:7][C:8]([NH:10][C:11]3[C:20]4[C:15](=[CH:16][CH:17]=[C:18]([S:21]([C:24]([CH3:30])([CH3:29])[C:25]([O:27]C)=[O:26])(=[O:23])=[O:22])[CH:19]=4)[N:14]=[CH:13][CH:12]=3)=[CH:9][C:4]=2[N:3]=[CH:2]1.[Li+].[OH-].C1COCC1.O.